Task: Predict the reaction yield, written as a fraction of the theoretical maximum amount of product (1.0 means a 100% yield; for example, 0.34 means a 34% yield).. Dataset: Reaction yield outcomes from USPTO patents with 853,638 reactions (1) The reactants are CO[C:3](=[O:26])[C:4]1[CH:9]=[CH:8][C:7]([O:10][CH2:11][C:12]2[C:13]([C:18]3[CH:23]=[CH:22][C:21]([F:24])=[C:20]([F:25])[CH:19]=3)=[N:14][O:15][C:16]=2[CH3:17])=[N:6][CH:5]=1.[NH2:27][CH:28]1[CH2:33][CH2:32][O:31][CH2:30][CH2:29]1. No catalyst specified. The product is [F:25][C:20]1[CH:19]=[C:18]([C:13]2[C:12]([CH2:11][O:10][C:7]3[CH:8]=[CH:9][C:4]([C:3]([NH:27][CH:28]4[CH2:33][CH2:32][O:31][CH2:30][CH2:29]4)=[O:26])=[CH:5][N:6]=3)=[C:16]([CH3:17])[O:15][N:14]=2)[CH:23]=[CH:22][C:21]=1[F:24]. The yield is 0.500. (2) The reactants are [OH:1][CH2:2][C:3]1([C:6]2[CH:11]=[CH:10][C:9]([C:12]3[CH:13]=[C:14]4[C:18](=[CH:19][C:20]=3[CH3:21])[NH:17][CH:16]=[C:15]4[CH:22]=[O:23])=[CH:8][CH:7]=2)[CH2:5][CH2:4]1.Cl([O-])=[O:25].[Na+].P([O-])(O)(O)=O.[Na+].S([O-])([O-])=O.[Na+].[Na+]. The catalyst is C(#N)C.C(O)(C)(C)C.CC(=CC)C.O. The product is [OH:1][CH2:2][C:3]1([C:6]2[CH:7]=[CH:8][C:9]([C:12]3[CH:13]=[C:14]4[C:18](=[CH:19][C:20]=3[CH3:21])[NH:17][CH:16]=[C:15]4[C:22]([OH:25])=[O:23])=[CH:10][CH:11]=2)[CH2:4][CH2:5]1. The yield is 0.180.